Predict the reaction yield, written as a fraction of the theoretical maximum amount of product (1.0 means a 100% yield; for example, 0.34 means a 34% yield). From a dataset of Reaction yield outcomes from USPTO patents with 853,638 reactions. The reactants are [H-].[Al+3].[Li+].[H-].[H-].[H-].[C:7]([C:10]1[CH:15]=[CH:14][C:13]([N:16]2[C:21]3=[N:22][C:23]4[C:24](=[C:25]([C:30](OC)=[O:31])[CH:26]=[CH:27][C:28]=4[Cl:29])[N:20]3[CH2:19][CH2:18][CH2:17]2)=[C:12]([CH3:34])[CH:11]=1)(=[O:9])[NH2:8].O.O.O.O.O.O.O.O.O.O.S([O-])([O-])(=O)=O.[Na+].[Na+]. The catalyst is O1CCCC1. The product is [Cl:29][C:28]1[C:23]2[N:22]=[C:21]3[N:16]([C:13]4[CH:14]=[CH:15][C:10]([C:7]([NH2:8])=[O:9])=[CH:11][C:12]=4[CH3:34])[CH2:17][CH2:18][CH2:19][N:20]3[C:24]=2[C:25]([CH2:30][OH:31])=[CH:26][CH:27]=1. The yield is 0.940.